Dataset: Full USPTO retrosynthesis dataset with 1.9M reactions from patents (1976-2016). Task: Predict the reactants needed to synthesize the given product. Given the product [Cl:1][C:2]1[N:7]=[C:6]([Cl:8])[C:5]([CH:9]([C:24]2[CH:29]=[CH:28][CH:27]=[CH:26][CH:25]=2)[OH:10])=[C:4]([NH:11][C:12]2[CH:17]=[CH:16][CH:15]=[CH:14][C:13]=2[S:18]([CH:21]([CH3:23])[CH3:22])(=[O:20])=[O:19])[N:3]=1, predict the reactants needed to synthesize it. The reactants are: [Cl:1][C:2]1[N:7]=[C:6]([Cl:8])[C:5]([CH:9]=[O:10])=[C:4]([NH:11][C:12]2[CH:17]=[CH:16][CH:15]=[CH:14][C:13]=2[S:18]([CH:21]([CH3:23])[CH3:22])(=[O:20])=[O:19])[N:3]=1.[C:24]1([Mg]Br)[CH:29]=[CH:28][CH:27]=[CH:26][CH:25]=1.[NH4+].[Cl-].